This data is from Forward reaction prediction with 1.9M reactions from USPTO patents (1976-2016). The task is: Predict the product of the given reaction. (1) The product is: [NH2:41][C@@H:33]([CH2:34][C:35]1[CH:36]=[CH:37][CH:38]=[CH:39][CH:40]=1)[CH2:32][O:31][C:27]1[CH:26]=[C:25]([C:4]2[CH:5]=[C:6]3[C:11](=[C:2]([NH2:1])[N:3]=2)[CH:10]=[N:9][C:8]2[CH:12]=[C:13]([C:16]#[C:17][CH2:18][CH2:19][N:20]4[CH:24]=[CH:23][N:22]=[CH:21]4)[CH:14]=[CH:15][C:7]3=2)[CH:30]=[N:29][CH:28]=1. Given the reactants [NH2:1][C:2]1[N:3]=[C:4]([C:25]2[CH:26]=[C:27]([O:31][CH2:32][C@@H:33]([NH:41]C(=O)OC(C)(C)C)[CH2:34][C:35]3[CH:40]=[CH:39][CH:38]=[CH:37][CH:36]=3)[CH:28]=[N:29][CH:30]=2)[CH:5]=[C:6]2[C:11]=1[CH:10]=[N:9][C:8]1[CH:12]=[C:13]([C:16]#[C:17][CH2:18][CH2:19][N:20]3[CH:24]=[CH:23][N:22]=[CH:21]3)[CH:14]=[CH:15][C:7]2=1.C(Cl)Cl, predict the reaction product. (2) Given the reactants [C:1]([N:8]1[C@H:12]([CH3:13])[CH2:11][CH2:10][C@H:9]1[CH2:14][OH:15])([O:3][C:4]([CH3:7])([CH3:6])[CH3:5])=[O:2].C1(P(C2C=CC=CC=2)C2C=CC=CC=2)C=CC=CC=1.O[C:36]1[CH:45]=[CH:44][C:39]([C:40]([O:42][CH3:43])=[O:41])=[CH:38][CH:37]=1.N(C(OC(C)C)=O)=NC(OC(C)C)=O, predict the reaction product. The product is: [C:1]([N:8]1[C@H:12]([CH3:13])[CH2:11][CH2:10][C@H:9]1[CH2:14][O:15][C:36]1[CH:45]=[CH:44][C:39]([C:40]([O:42][CH3:43])=[O:41])=[CH:38][CH:37]=1)([O:3][C:4]([CH3:6])([CH3:7])[CH3:5])=[O:2]. (3) Given the reactants [NH2:1][C:2]1[NH:6][N:5]=[C:4]([C:7]2[CH:12]=[CH:11][C:10]([C@@H:13]3[O:18][CH2:17][CH2:16][N:15]([C:19]([O:21][C:22]([CH3:25])([CH3:24])[CH3:23])=[O:20])[CH2:14]3)=[CH:9][CH:8]=2)[CH:3]=1.N1C=CC=CC=1.[F:32][C:33]1[CH:41]=[CH:40][C:36]([C:37](Cl)=[O:38])=[CH:35][CH:34]=1, predict the reaction product. The product is: [F:32][C:33]1[CH:41]=[CH:40][C:36]([C:37]([NH:1][C:2]2[NH:6][N:5]=[C:4]([C:7]3[CH:8]=[CH:9][C:10]([C@@H:13]4[O:18][CH2:17][CH2:16][N:15]([C:19]([O:21][C:22]([CH3:25])([CH3:24])[CH3:23])=[O:20])[CH2:14]4)=[CH:11][CH:12]=3)[CH:3]=2)=[O:38])=[CH:35][CH:34]=1. (4) Given the reactants [NH2:1][C:2]1[C:11]2[N:10]=[CH:9][CH:8]=[CH:7][C:6]=2[C:5]2[CH:12]=[CH:13][C:14]([CH:16]=O)=[CH:15][C:4]=2[N:3]=1.[Br-].[CH:19]([P+](C1C=CC=CC=1)(C1C=CC=CC=1)C1C=CC=CC=1)([CH3:21])[CH3:20], predict the reaction product. The product is: [CH2:16]([C:14]1[CH:13]=[CH:12][C:5]2=[C:6]3[C:11](=[C:2]([NH2:1])[N:3]=[C:4]2[CH:15]=1)[N:10]=[CH:9][CH:8]=[CH:7]3)[CH:19]([CH3:21])[CH3:20].